The task is: Predict the reactants needed to synthesize the given product.. This data is from Full USPTO retrosynthesis dataset with 1.9M reactions from patents (1976-2016). (1) Given the product [CH3:1][O:2][C:3]1[CH:8]=[CH:7][CH:6]=[CH:5][C:4]=1[N:9]1[CH2:14][CH2:13][N:12]([CH2:15][CH2:16][C:17]([NH:23][NH2:24])=[O:19])[CH2:11][CH2:10]1, predict the reactants needed to synthesize it. The reactants are: [CH3:1][O:2][C:3]1[CH:8]=[CH:7][CH:6]=[CH:5][C:4]=1[N:9]1[CH2:14][CH2:13][N:12]([CH2:15][CH2:16][C:17]([O:19]CC)=O)[CH2:11][CH2:10]1.O.[NH2:23][NH2:24]. (2) Given the product [ClH:16].[NH2:1][C@@H:2]([CH2:11][CH:12]1[CH2:13][CH2:14][CH2:15]1)[CH:3]([OH:10])[C:4]([NH:6][CH:7]1[CH2:9][CH2:8]1)=[O:5], predict the reactants needed to synthesize it. The reactants are: [NH2:1][C@@H:2]([CH2:11][CH:12]1[CH2:15][CH2:14][CH2:13]1)[CH:3]([OH:10])[C:4]([NH:6][CH:7]1[CH2:9][CH2:8]1)=[O:5].[ClH:16]. (3) The reactants are: [Na].[CH:2]1([OH:7])[CH2:6][CH2:5][CH2:4][CH2:3]1.Cl[C:9]1[N:17]=[C:16]([NH:18][C:19]2[CH:20]=[C:21]([NH:25][S:26]([CH3:29])(=[O:28])=[O:27])[CH:22]=[CH:23][CH:24]=2)[N:15]=[C:14]2[C:10]=1[N:11]=[CH:12][NH:13]2. Given the product [CH:2]1([O:7][C:9]2[N:17]=[C:16]([NH:18][C:19]3[CH:20]=[C:21]([NH:25][S:26]([CH3:29])(=[O:27])=[O:28])[CH:22]=[CH:23][CH:24]=3)[N:15]=[C:14]3[C:10]=2[N:11]=[CH:12][NH:13]3)[CH2:6][CH2:5][CH2:4][CH2:3]1, predict the reactants needed to synthesize it. (4) Given the product [NH2:19][C:10]1[C:9]2[N:8]=[CH:7][N:6]([CH2:5][CH2:4][CH2:3][CH2:2][NH:1][C:31](=[O:32])[O:30][C:20]3[C:29]4[C:24](=[CH:25][CH:26]=[CH:27][CH:28]=4)[CH:23]=[CH:22][CH:21]=3)[C:18]=2[C:17]2[CH:16]=[CH:15][CH:14]=[CH:13][C:12]=2[N:11]=1, predict the reactants needed to synthesize it. The reactants are: [NH2:1][CH2:2][CH2:3][CH2:4][CH2:5][N:6]1[C:18]2[C:17]3[CH:16]=[CH:15][CH:14]=[CH:13][C:12]=3[N:11]=[C:10]([NH2:19])[C:9]=2[N:8]=[CH:7]1.[C:20]1([O:30][C:31](Cl)=[O:32])[C:29]2[C:24](=[CH:25][CH:26]=[CH:27][CH:28]=2)[CH:23]=[CH:22][CH:21]=1. (5) The reactants are: C([O:8][C:9]1[CH:14]=[CH:13][C:12]([C:15]2[N:19]=[C:18]([CH2:20][O:21][C:22]3[C:23]([F:32])=[C:24]([C:28]([F:31])=[CH:29][CH:30]=3)[C:25]([NH2:27])=[O:26])[S:17][N:16]=2)=[CH:11][CH:10]=1)C1C=CC=CC=1.CS(O)(=O)=O. Given the product [F:32][C:23]1[C:22]([O:21][CH2:20][C:18]2[S:17][N:16]=[C:15]([C:12]3[CH:13]=[CH:14][C:9]([OH:8])=[CH:10][CH:11]=3)[N:19]=2)=[CH:30][CH:29]=[C:28]([F:31])[C:24]=1[C:25]([NH2:27])=[O:26], predict the reactants needed to synthesize it.